Dataset: Reaction yield outcomes from USPTO patents with 853,638 reactions. Task: Predict the reaction yield, written as a fraction of the theoretical maximum amount of product (1.0 means a 100% yield; for example, 0.34 means a 34% yield). (1) The reactants are [CH3:1][O:2][C:3](=[O:48])[C@@H:4]([C:20]([S:23][S:24][C:25]([CH3:47])([CH3:46])[C@H:26]([C:42]([O:44][CH3:45])=[O:43])[NH:27][S:28]([C:31]1[CH:36]=[CH:35][C:34]([O:37][CH2:38][C:39]#[C:40][CH3:41])=[CH:33][CH:32]=1)(=[O:30])=[O:29])([CH3:22])[CH3:21])[NH:5][S:6]([C:9]1[CH:14]=[CH:13][C:12]([O:15][CH2:16][C:17]#[C:18][CH3:19])=[CH:11][CH:10]=1)(=[O:8])=[O:7].C(=O)([O-])[O-].[K+].[K+].[CH3:55]N(C=O)C.[CH2:60](Br)[CH:61]=[CH2:62].C(O[CH2:68][CH3:69])(=O)C. No catalyst specified. The product is [CH3:1][O:2][C:3](=[O:48])[C@@H:4]([C:20]([S:23][S:24][C:25]([CH3:47])([CH3:46])[C@H:26]([C:42]([O:44][CH3:45])=[O:43])[N:27]([S:28]([C:31]1[CH:32]=[CH:33][C:34]([O:37][CH2:38][C:39]#[C:40][CH3:41])=[CH:35][CH:36]=1)(=[O:30])=[O:29])[CH2:55][CH:68]=[CH2:69])([CH3:22])[CH3:21])[N:5]([CH2:60][CH:61]=[CH2:62])[S:6]([C:9]1[CH:10]=[CH:11][C:12]([O:15][CH2:16][C:17]#[C:18][CH3:19])=[CH:13][CH:14]=1)(=[O:8])=[O:7]. The yield is 0.770. (2) The reactants are [N+:1]([C:4]1[CH:13]=[CH:12][CH:11]=[C:10]2[C:5]=1[CH:6]=[CH:7][C:8](=[O:14])[NH:9]2)([O-])=O. The catalyst is [Pd].CN(C)C=O. The product is [NH2:1][C:4]1[CH:13]=[CH:12][CH:11]=[C:10]2[C:5]=1[CH:6]=[CH:7][C:8](=[O:14])[NH:9]2. The yield is 0.920. (3) The reactants are [NH2:1][C:2]1[C:3]([S:12][CH3:13])=[C:4]([CH:9]=[CH:10][CH:11]=1)[C:5]([O:7][CH3:8])=[O:6].Cl[C:15]1[CH:20]=[C:19]([Cl:21])[N:18]=[N:17][C:16]=1[C:22]([NH:24][CH3:25])=[O:23].C[Si]([N-][Si](C)(C)C)(C)C.[Na+]. The catalyst is C1COCC1. The product is [Cl:21][C:19]1[N:18]=[N:17][C:16]([C:22](=[O:23])[NH:24][CH3:25])=[C:15]([NH:1][C:2]2[C:3]([S:12][CH3:13])=[C:4]([CH:9]=[CH:10][CH:11]=2)[C:5]([O:7][CH3:8])=[O:6])[CH:20]=1. The yield is 0.250. (4) The reactants are Cl[C:2]1[CH:3]=[C:4]([C:9]2[N:13]3[C:14]4[N:22]=[C:21]([O:23][CH3:24])[CH:20]=[CH:19][C:15]=4[N:16]=[C:17]([CH3:18])[C:12]3=[C:11]([CH3:25])[N:10]=2)[CH:5]=[C:6]([Cl:8])[CH:7]=1.ClC1C=C[C:30]([O:36]C)=C(B(O)O)C=1.C([O-])([O-])=O.[K+].[K+]. The catalyst is C1C=CC([P]([Pd]([P](C2C=CC=CC=2)(C2C=CC=CC=2)C2C=CC=CC=2)([P](C2C=CC=CC=2)(C2C=CC=CC=2)C2C=CC=CC=2)[P](C2C=CC=CC=2)(C2C=CC=CC=2)C2C=CC=CC=2)(C2C=CC=CC=2)C2C=CC=CC=2)=CC=1. The product is [Cl:8][C:6]1[CH:7]=[CH:2][C:3]([O:36][CH3:30])=[C:4]([C:9]2[N:13]3[C:14]4[N:22]=[C:21]([O:23][CH3:24])[CH:20]=[CH:19][C:15]=4[N:16]=[C:17]([CH3:18])[C:12]3=[C:11]([CH3:25])[N:10]=2)[CH:5]=1. The yield is 1.00. (5) The reactants are [CH3:1][O:2][C:3]1[CH:8]=[CH:7][C:6]([CH:9](O)[CH3:10])=[CH:5][CH:4]=1.CC(OI1(OC(C)=O)(OC(C)=O)OC(=O)C2C=CC=CC1=2)=[O:14]. The catalyst is C(Cl)Cl. The product is [CH3:1][O:2][C:3]1[CH:8]=[CH:7][C:6]([CH2:9][CH:10]=[O:14])=[CH:5][CH:4]=1. The yield is 0.340. (6) The reactants are [Cl:1][C:2]1[CH:7]=[C:6]([F:8])[C:5]([F:9])=[CH:4][C:3]=1[C:10]1[CH:15]=[CH:14][C:13]([O:16][CH2:17][C:18]2[C:26]3[O:25][N:24]=[C:23]([O:27]C(C4C=CC=CC=4)(C4C=CC=CC=4)C4C=CC=CC=4)[C:22]=3[CH:21]=[CH:20][CH:19]=2)=[CH:12][CH:11]=1. The catalyst is C1COCC1. The product is [Cl:1][C:2]1[CH:7]=[C:6]([F:8])[C:5]([F:9])=[CH:4][C:3]=1[C:10]1[CH:15]=[CH:14][C:13]([O:16][CH2:17][C:18]2[C:26]3[O:25][N:24]=[C:23]([OH:27])[C:22]=3[CH:21]=[CH:20][CH:19]=2)=[CH:12][CH:11]=1. The yield is 0.337. (7) The reactants are [NH2:1][C:2]1[C:12](I)=[CH:11][C:10]([Br:14])=[C:4]2[C:5]([NH:7][C:8](=[O:9])[C:3]=12)=[O:6].[OH:15][CH2:16][C:17]1[CH:22]=[CH:21][C:20](B(O)O)=[CH:19][CH:18]=1. The catalyst is C1COCC1.C1C=CC([P]([Pd]([P](C2C=CC=CC=2)(C2C=CC=CC=2)C2C=CC=CC=2)([P](C2C=CC=CC=2)(C2C=CC=CC=2)C2C=CC=CC=2)[P](C2C=CC=CC=2)(C2C=CC=CC=2)C2C=CC=CC=2)(C2C=CC=CC=2)C2C=CC=CC=2)=CC=1.S1C=CC=C1C([O-])=O.[Cu+]. The product is [NH2:1][C:2]1[C:12]([C:18]2[CH:19]=[CH:20][CH:21]=[CH:22][C:17]=2[CH2:16][OH:15])=[CH:11][C:10]([Br:14])=[C:4]2[C:5]([NH:7][C:8](=[O:9])[C:3]=12)=[O:6].[NH2:1][C:2]1[C:12]([C:20]2[CH:21]=[CH:22][C:17]([CH2:16][OH:15])=[CH:18][CH:19]=2)=[CH:11][C:10]([C:12]2[CH:11]=[CH:10][C:4]([CH2:5][OH:6])=[CH:3][CH:2]=2)=[C:4]2[C:5]([NH:7][C:8](=[O:9])[C:3]=12)=[O:6]. The yield is 0.640. (8) The reactants are [CH3:1][C:2]([CH3:14])=[CH:3][CH2:4][O:5][C:6]1[CH:7]=[C:8]([CH:11]=[CH:12][CH:13]=1)[C:9]#[N:10].[H-].[Al+3].[Li+].[H-].[H-].[H-].O.[OH-].[Na+]. The catalyst is O1CCCC1. The product is [CH3:1][C:2]([CH3:14])=[CH:3][CH2:4][O:5][C:6]1[CH:7]=[C:8]([CH:11]=[CH:12][CH:13]=1)[CH2:9][NH2:10]. The yield is 0.852.